Dataset: Reaction yield outcomes from USPTO patents with 853,638 reactions. Task: Predict the reaction yield, written as a fraction of the theoretical maximum amount of product (1.0 means a 100% yield; for example, 0.34 means a 34% yield). (1) The reactants are [F:1][C:2]1[CH:7]=[C:6]([F:8])[CH:5]=[CH:4][C:3]=1[N:9]1[C:13]([C:14]2[S:23][C:22]3[C:21]4[N:24]=[C:25]([C:28]5[CH:29]=[N:30][C:31](F)=[CH:32][CH:33]=5)[CH:26]=[CH:27][C:20]=4[O:19][CH2:18][CH2:17][C:16]=3[CH:15]=2)=[N:12][CH:11]=[N:10]1.[NH:35]1[CH2:39][CH2:38][CH2:37][CH2:36]1.CCN(C(C)C)C(C)C. The catalyst is CN1C(=O)CCC1. The product is [F:1][C:2]1[CH:7]=[C:6]([F:8])[CH:5]=[CH:4][C:3]=1[N:9]1[C:13]([C:14]2[S:23][C:22]3[C:21]4[N:24]=[C:25]([C:28]5[CH:29]=[N:30][C:31]([N:35]6[CH2:39][CH2:38][CH2:37][CH2:36]6)=[CH:32][CH:33]=5)[CH:26]=[CH:27][C:20]=4[O:19][CH2:18][CH2:17][C:16]=3[CH:15]=2)=[N:12][CH:11]=[N:10]1. The yield is 0.0590. (2) The reactants are [Cl:1][C:2]1[CH:11]=[CH:10][C:9]2[NH:8][C:7](=O)[N:6]3[CH:13]=[CH:14][CH:15]=[C:5]3[C:4]=2[CH:3]=1.P(Cl)(Cl)([Cl:18])=O.C(N(C(C)C)CC)(C)C. No catalyst specified. The product is [Cl:18][C:7]1[N:6]2[CH:13]=[CH:14][CH:15]=[C:5]2[C:4]2[CH:3]=[C:2]([Cl:1])[CH:11]=[CH:10][C:9]=2[N:8]=1. The yield is 0.330.